From a dataset of Full USPTO retrosynthesis dataset with 1.9M reactions from patents (1976-2016). Predict the reactants needed to synthesize the given product. The reactants are: [CH3:1][N:2]([CH3:27])[C:3]([C:5]1[N:10]=[C:9]2[C:11]([CH2:15][OH:16])=[C:12]([CH3:14])[NH:13][C:8]2=[C:7]([NH:17][CH2:18][C:19]2[C:24]([CH3:25])=[CH:23][CH:22]=[CH:21][C:20]=2[CH3:26])[CH:6]=1)=[O:4].[H-].[Na+].[CH2:30](Br)[C:31]1[CH:36]=[CH:35][CH:34]=[CH:33][CH:32]=1.C(=O)(O)[O-].[Na+]. Given the product [CH3:27][N:2]([CH3:1])[C:3]([C:5]1[N:10]=[C:9]2[C:11]([CH2:15][OH:16])=[C:12]([CH3:14])[N:13]([CH2:30][C:31]3[CH:36]=[CH:35][CH:34]=[CH:33][CH:32]=3)[C:8]2=[C:7]([NH:17][CH2:18][C:19]2[C:24]([CH3:25])=[CH:23][CH:22]=[CH:21][C:20]=2[CH3:26])[CH:6]=1)=[O:4], predict the reactants needed to synthesize it.